Dataset: Catalyst prediction with 721,799 reactions and 888 catalyst types from USPTO. Task: Predict which catalyst facilitates the given reaction. (1) Reactant: [O:1]1[C:5]2([CH2:11][CH2:10][C:9](=[O:12])[NH:8][CH2:7][CH2:6]2)[O:4][CH2:3][CH2:2]1.[H-].[Na+].IC.[CH:17](Cl)(Cl)Cl.CO. Product: [CH3:17][N:8]1[C:9](=[O:12])[CH2:10][CH2:11][C:5]2([O:4][CH2:3][CH2:2][O:1]2)[CH2:6][CH2:7]1. The catalyst class is: 5. (2) Reactant: [Li+].CC([N-]C(C)C)C.[C:9]([CH:12]1[CH2:17][CH2:16][N:15]([C:18]([O:20][C:21]([CH3:24])([CH3:23])[CH3:22])=[O:19])[CH2:14][CH2:13]1)(=[O:11])[CH3:10].[CH3:25][Si:26](Cl)([CH3:28])[CH3:27]. Product: [CH3:25][Si:26]([CH3:28])([CH3:27])[O:11][C:9]([CH:12]1[CH2:13][CH2:14][N:15]([C:18]([O:20][C:21]([CH3:24])([CH3:23])[CH3:22])=[O:19])[CH2:16][CH2:17]1)=[CH2:10]. The catalyst class is: 1. (3) Reactant: C1([C@@H](C(C2C=CC=CC=2)O)[OH:8])C=CC=CC=1.C1(C)C=CC=CC=1.[Cl:24][C:25]1[C:26]2[S:46][CH2:45][CH2:44][C:27]=2[N:28]=[C:29]([N:31]2[CH2:36][CH2:35][N:34]([C:37]3[CH:42]=[CH:41][C:40]([Cl:43])=[CH:39][CH:38]=3)[CH2:33][CH2:32]2)[N:30]=1.CC(OO)(C)C. Product: [Cl:24][C:25]1[C:26]2[S@:46](=[O:8])[CH2:45][CH2:44][C:27]=2[N:28]=[C:29]([N:31]2[CH2:32][CH2:33][N:34]([C:37]3[CH:38]=[CH:39][C:40]([Cl:43])=[CH:41][CH:42]=3)[CH2:35][CH2:36]2)[N:30]=1. The catalyst class is: 6. (4) Reactant: Cl[C:2]([O:4][CH3:5])=[O:3].[CH2:6]([OH:11])[CH:7]=[CH:8][CH2:9][OH:10].N1C=CC=CC=1. Product: [CH3:5][O:4][C:2](=[O:3])[O:10][CH2:9][CH:8]=[CH:7][CH2:6][O:11][C:2]([O:4][CH3:5])=[O:3]. The catalyst class is: 1. (5) Reactant: [C:1]([C:3]1[CH:8]=[CH:7][N:6]=[C:5]([C:9]([OH:11])=O)[CH:4]=1)#[N:2].[NH2:12][C:13]1[CH:14]=[C:15]2[C:19](=[CH:20][CH:21]=1)[NH:18][CH:17]=[C:16]2[CH:22]1[CH2:27][CH2:26][N:25]([C:28]([CH:30]2[CH2:34][CH2:33][CH2:32][CH2:31]2)=[O:29])[CH2:24][CH2:23]1.F[B-](F)(F)F.N1(OC(N(C)C)=[N+](C)C)C2C=CC=CC=2N=N1.C(N(C(C)C)CC)(C)C. The catalyst class is: 11. Product: [C:1]([C:3]1[CH:8]=[CH:7][N:6]=[C:5]([C:9]([NH:12][C:13]2[CH:14]=[C:15]3[C:19](=[CH:20][CH:21]=2)[NH:18][CH:17]=[C:16]3[CH:22]2[CH2:23][CH2:24][N:25]([C:28]([CH:30]3[CH2:31][CH2:32][CH2:33][CH2:34]3)=[O:29])[CH2:26][CH2:27]2)=[O:11])[CH:4]=1)#[N:2]. (6) Reactant: [CH3:1][C:2]1[C:10]([C:11]2[S:12][C:13]([C:24]([O:26][CH3:27])=[O:25])=[C:14](OS(C(F)(F)F)(=O)=O)[N:15]=2)=[C:5]2[CH:6]=[CH:7][CH:8]=[CH:9][N:4]2[N:3]=1.[CH2:28]([O:30][C:31]1[CH:36]=[CH:35][CH:34]=[C:33]([F:37])[C:32]=1B(O)O)[CH3:29].C(=O)([O-])[O-].[Cs+].[Cs+].O. Product: [CH2:28]([O:30][C:31]1[CH:36]=[CH:35][CH:34]=[C:33]([F:37])[C:32]=1[C:14]1[N:15]=[C:11]([C:10]2[C:2]([CH3:1])=[N:3][N:4]3[CH:9]=[CH:8][CH:7]=[CH:6][C:5]=23)[S:12][C:13]=1[C:24]([O:26][CH3:27])=[O:25])[CH3:29]. The catalyst class is: 57. (7) Reactant: [CH2:1]([N:8]([CH2:15][C:16]1[CH:21]=[CH:20][CH:19]=[CH:18][CH:17]=1)[CH2:9][C@@H:10]([F:14])[C:11](=[O:13])[CH3:12])[C:2]1[CH:7]=[CH:6][CH:5]=[CH:4][CH:3]=1.[C:22]([Si](C)(C)C)([F:25])([F:24])[F:23].CCCC[N+](CCCC)(CCCC)CCCC.[F-]. Product: [CH2:15]([N:8]([CH2:1][C:2]1[CH:3]=[CH:4][CH:5]=[CH:6][CH:7]=1)[CH2:9][CH:10]([F:14])[C@@:11]([CH3:12])([OH:13])[C:22]([F:25])([F:24])[F:23])[C:16]1[CH:17]=[CH:18][CH:19]=[CH:20][CH:21]=1. The catalyst class is: 1. (8) Reactant: [Cl:1][CH2:2][CH2:3][O:4][CH2:5][CH2:6][N:7]1[C:12]([CH3:13])=[CH:11][C:10](=[C:14]([C:17]#[N:18])[C:15]#[N:16])[CH:9]=[C:8]1[CH3:19]. Product: [Cl-:1].[C:15]([C:14]([C:17]#[N:18])=[C:10]1[CH:11]=[C:12]([CH3:13])[N:7]([CH2:6][CH2:5][O:4][CH2:3][CH2:2][N+:7]2[CH:12]=[CH:11][CH:10]=[CH:9][CH:8]=2)[C:8]([CH3:19])=[CH:9]1)#[N:16]. The catalyst class is: 228.